This data is from Full USPTO retrosynthesis dataset with 1.9M reactions from patents (1976-2016). The task is: Predict the reactants needed to synthesize the given product. (1) Given the product [Cl:1][C:2]1[CH:18]=[CH:17][C:5]2[CH2:6][CH2:7][N:8]([C:11](=[O:16])[C:12]([F:15])([F:14])[F:13])[CH2:9][CH2:10][C:4]=2[C:3]=1[NH:34][CH:32]([C:31]1[CH:35]=[CH:36][C:28]([Cl:27])=[CH:29][CH:30]=1)[CH3:33], predict the reactants needed to synthesize it. The reactants are: [Cl:1][C:2]1[CH:18]=[CH:17][C:5]2[CH2:6][CH2:7][N:8]([C:11](=[O:16])[C:12]([F:15])([F:14])[F:13])[CH2:9][CH2:10][C:4]=2[C:3]=1OS(C(F)(F)F)(=O)=O.[Cl:27][C:28]1[CH:36]=[CH:35][C:31]([CH:32]([NH2:34])[CH3:33])=[CH:30][CH:29]=1. (2) Given the product [CH2:59]([NH:66][C:24]([CH:21]1[CH2:22][CH2:23][N:18]([C:16]([C:8]2[N:7]([CH2:6][C:5]3[CH:4]=[CH:3][C:2]([Cl:1])=[CH:28][CH:27]=3)[C:15]3[C:10]([CH:9]=2)=[CH:11][CH:12]=[CH:13][CH:14]=3)=[O:17])[CH2:19][CH2:20]1)=[O:25])[C:60]1[CH:65]=[CH:64][CH:63]=[CH:62][CH:61]=1, predict the reactants needed to synthesize it. The reactants are: [Cl:1][C:2]1[CH:28]=[CH:27][C:5]([CH2:6][N:7]2[C:15]3[C:10](=[CH:11][CH:12]=[CH:13][CH:14]=3)[CH:9]=[C:8]2[C:16]([N:18]2[CH2:23][CH2:22][CH:21]([C:24](O)=[O:25])[CH2:20][CH2:19]2)=[O:17])=[CH:4][CH:3]=1.C(N=C=NCCCN(C)C)C.ON1C2C=CC=CC=2N=N1.C(N(CC)C(C)C)(C)C.[CH2:59]([NH2:66])[C:60]1[CH:65]=[CH:64][CH:63]=[CH:62][CH:61]=1. (3) Given the product [N+:1]1([O-:2])[C:4]2[CH:13]=[C:12]3[C:7](=[CH:6][C:5]=2[N:14]=[C:16]([NH2:17])[N:15]=1)[CH2:8][CH2:9][CH2:10][CH2:11]3, predict the reactants needed to synthesize it. The reactants are: [N+:1]([C:4]1[C:5]([NH2:14])=[CH:6][C:7]2[CH2:8][CH2:9][CH2:10][CH2:11][C:12]=2[CH:13]=1)([O-])=[O:2].[N:15]#[C:16][NH2:17].[CH]Cl.[OH-].[Na+].